Task: Predict the reactants needed to synthesize the given product.. Dataset: Full USPTO retrosynthesis dataset with 1.9M reactions from patents (1976-2016) (1) Given the product [CH:26]1([C:25]2[C:6]([NH:5][S:2]([CH3:1])(=[O:4])=[O:3])=[CH:7][C:8]3[O:12][C:11]([C:13]4[CH:18]=[CH:17][C:16]([F:19])=[CH:15][CH:14]=4)=[C:10]([C:20]([OH:22])=[O:21])[C:9]=3[CH:24]=2)[CH2:27][CH2:28]1, predict the reactants needed to synthesize it. The reactants are: [CH3:1][S:2]([N:5](S(C)(=O)=O)[C:6]1[C:25]([CH:26]2[CH2:28][CH2:27]2)=[CH:24][C:9]2[C:10]([C:20]([O:22]C)=[O:21])=[C:11]([C:13]3[CH:18]=[CH:17][C:16]([F:19])=[CH:15][CH:14]=3)[O:12][C:8]=2[CH:7]=1)(=[O:4])=[O:3].[OH-].[K+]. (2) Given the product [CH2:27]([N:24]1[CH2:23][CH2:22][CH:21]([N:19]([CH3:20])[C:18]2[CH:13]=[CH:14][C:15]([C:60]([NH:31][C:32]3[CH:56]=[CH:55][C:35]([O:36][C:37]4[CH:38]=[C:39]([F:54])[C:40]([NH:45][C:46]([NH:48][CH:49]([CH2:50][CH3:51])[CH2:52][CH3:53])=[O:47])=[CH:41][C:42]=4[O:43][CH3:44])=[CH:34][CH:33]=3)=[O:61])=[CH:16][CH:17]=2)[CH2:26][CH2:25]1)[CH2:28][CH2:29][CH3:30].[C:1]([O:9][CH2:32][CH3:33])(=[O:8])[CH3:2].[CH3:1][OH:8].[NH4+:10].[OH-:8], predict the reactants needed to synthesize it. The reactants are: [C:1]([O:9][N:10]1[C:14]2[CH:15]=[CH:16][CH:17]=[C:18]([N:19]([CH:21]3[CH2:26][CH2:25][N:24]([CH2:27][CH2:28][CH2:29][CH3:30])[CH2:23][CH2:22]3)[CH3:20])[C:13]=2N=N1)(=[O:8])[C:2]1C=CC=CC=1.[NH2:31][C:32]1[CH:56]=[CH:55][C:35]([O:36][C:37]2[C:42]([O:43][CH3:44])=[CH:41][C:40]([NH:45][C:46]([NH:48][CH:49]([CH2:52][CH3:53])[CH2:50][CH3:51])=[O:47])=[C:39]([F:54])[CH:38]=2)=[CH:34][CH:33]=1.CN([CH:60]=[O:61])C. (3) The reactants are: [NH2:1][C:2]1[CH:21]=[CH:20][C:5]([CH2:6][CH:7]2[CH2:12][CH2:11][N:10]([C:13]([O:15][C:16]([CH3:19])([CH3:18])[CH3:17])=[O:14])[CH2:9][CH2:8]2)=[CH:4][C:3]=1[F:22].Cl[C:24](OC1C=CC([N+]([O-])=O)=CC=1)=[O:25].[CH3:36][C:37]([NH2:41])([CH3:40])[CH2:38][NH2:39].C(N(CC)CC)C. Given the product [NH2:41][C:37]([CH3:40])([CH3:36])[CH2:38][NH:39][C:24](=[O:25])[NH:1][C:2]1[CH:21]=[CH:20][C:5]([CH2:6][CH:7]2[CH2:8][CH2:9][N:10]([C:13]([O:15][C:16]([CH3:19])([CH3:17])[CH3:18])=[O:14])[CH2:11][CH2:12]2)=[CH:4][C:3]=1[F:22], predict the reactants needed to synthesize it. (4) Given the product [F:1][C:2]1[CH:7]=[CH:6][C:5]([NH:8][C:9]([NH:11][CH2:12][CH2:13][CH2:14][N:15]2[CH2:20][CH2:19][CH:18]([C:21]3[CH:22]=[C:23]([NH:27][C:28](=[O:32])[CH:29]([CH3:30])[CH3:31])[CH:24]=[CH:25][CH:26]=3)[CH2:17][CH2:16]2)=[O:10])=[CH:4][CH:3]=1, predict the reactants needed to synthesize it. The reactants are: [F:1][C:2]1[CH:7]=[CH:6][C:5]([N:8]=[C:9]=[O:10])=[CH:4][CH:3]=1.[NH2:11][CH2:12][CH2:13][CH2:14][N:15]1[CH2:20][CH2:19][CH:18]([C:21]2[CH:22]=[C:23]([NH:27][C:28](=[O:32])[CH:29]([CH3:31])[CH3:30])[CH:24]=[CH:25][CH:26]=2)[CH2:17][CH2:16]1. (5) Given the product [F:30][C:26]1[CH:25]=[C:24]([NH:23][C:20]2[N:19]=[CH:18][C:17]([C:14]3[CH:15]=[CH:16][C:11]([CH:8]4[CH2:7][CH2:6][CH:5]([CH2:4][C:3]([OH:31])=[O:2])[CH2:10][CH2:9]4)=[CH:12][CH:13]=3)=[CH:22][N:21]=2)[CH:29]=[CH:28][CH:27]=1, predict the reactants needed to synthesize it. The reactants are: C[O:2][C:3](=[O:31])[CH2:4][CH:5]1[CH2:10][CH2:9][CH:8]([C:11]2[CH:16]=[CH:15][C:14]([C:17]3[CH:18]=[N:19][C:20]([NH:23][C:24]4[CH:29]=[CH:28][CH:27]=[C:26]([F:30])[CH:25]=4)=[N:21][CH:22]=3)=[CH:13][CH:12]=2)[CH2:7][CH2:6]1.[Li+].[OH-]. (6) Given the product [F:1][C:2]1[CH:7]=[CH:6][C:5]([O:8][CH2:29][C:26]([OH:27])([CH3:28])[C:24]([NH:23][C:16]2[CH:17]=[CH:18][C:19]([N+:20]([O-:22])=[O:21])=[C:14]([CH3:13])[CH:15]=2)=[O:25])=[CH:4][C:3]=1[C:9]([F:10])([F:11])[F:12], predict the reactants needed to synthesize it. The reactants are: [F:1][C:2]1[CH:7]=[CH:6][C:5]([OH:8])=[CH:4][C:3]=1[C:9]([F:12])([F:11])[F:10].[CH3:13][C:14]1[CH:15]=[C:16]([NH:23][C:24]([C:26]2([CH3:29])[CH2:28][O:27]2)=[O:25])[CH:17]=[CH:18][C:19]=1[N+:20]([O-:22])=[O:21]. (7) The reactants are: [NH2:1][CH2:2][CH:3]([C:5]1[CH:13]=[C:12]2[C:8]([CH:9]=[N:10][N:11]2[CH3:14])=[CH:7][CH:6]=1)[OH:4].[Cl:15][CH2:16][C:17](Cl)=[O:18].CCN(C(C)C)C(C)C. Given the product [Cl:15][CH2:16][C:17]([NH:1][CH2:2][CH:3]([OH:4])[C:5]1[CH:13]=[C:12]2[C:8]([CH:9]=[N:10][N:11]2[CH3:14])=[CH:7][CH:6]=1)=[O:18], predict the reactants needed to synthesize it. (8) Given the product [I:5][C:6]1[CH:11]=[CH:10][CH:9]=[CH:8][C:7]=1[CH2:12][N:13]1[N:17]=[C:16]([C:18]([Cl:3])=[O:20])[CH:15]=[N:14]1, predict the reactants needed to synthesize it. The reactants are: S(Cl)([Cl:3])=O.[I:5][C:6]1[CH:11]=[CH:10][CH:9]=[CH:8][C:7]=1[CH2:12][N:13]1[N:17]=[C:16]([C:18]([OH:20])=O)[CH:15]=[N:14]1. (9) Given the product [CH3:20][CH:21]([CH3:37])[C:22]([NH:24][C:25]1[CH:30]=[CH:29][CH:28]=[C:27]([CH:31]2[CH2:36][CH2:35][N:34]([CH2:10][C:9]3[CH:12]=[CH:13][CH:14]=[C:7]([O:6][C:5]4[CH:15]=[CH:16][CH:17]=[C:3]([C:2]([F:19])([F:18])[F:1])[CH:4]=4)[CH:8]=3)[CH2:33][CH2:32]2)[CH:26]=1)=[O:23], predict the reactants needed to synthesize it. The reactants are: [F:1][C:2]([F:19])([F:18])[C:3]1[CH:4]=[C:5]([CH:15]=[CH:16][CH:17]=1)[O:6][C:7]1[CH:8]=[C:9]([CH:12]=[CH:13][CH:14]=1)[CH:10]=O.[CH3:20][CH:21]([CH3:37])[C:22]([NH:24][C:25]1[CH:30]=[CH:29][CH:28]=[C:27]([CH:31]2[CH2:36][CH2:35][NH:34][CH2:33][CH2:32]2)[CH:26]=1)=[O:23].